From a dataset of Full USPTO retrosynthesis dataset with 1.9M reactions from patents (1976-2016). Predict the reactants needed to synthesize the given product. The reactants are: [C:1](Cl)(=[O:4])[CH:2]=[CH2:3].[Cl:6][C:7]1[C:8]([C:30]2[CH:31]=[N:32][N:33]3[CH:38]=[CH:37][CH:36]=[CH:35][C:34]=23)=[N:9][C:10]([NH:13][C:14]2[CH:15]=[C:16]([NH2:29])[C:17]([N:22]([CH2:24][CH2:25][N:26]([CH3:28])[CH3:27])[CH3:23])=[CH:18][C:19]=2[O:20][CH3:21])=[N:11][CH:12]=1.CCN(C(C)C)C(C)C. Given the product [Cl:6][C:7]1[C:8]([C:30]2[CH:31]=[N:32][N:33]3[CH:38]=[CH:37][CH:36]=[CH:35][C:34]=23)=[N:9][C:10]([NH:13][C:14]2[C:19]([O:20][CH3:21])=[CH:18][C:17]([N:22]([CH2:24][CH2:25][N:26]([CH3:27])[CH3:28])[CH3:23])=[C:16]([NH:29][C:1](=[O:4])[CH:2]=[CH2:3])[CH:15]=2)=[N:11][CH:12]=1, predict the reactants needed to synthesize it.